This data is from Forward reaction prediction with 1.9M reactions from USPTO patents (1976-2016). The task is: Predict the product of the given reaction. Given the reactants BrC1[C:10]2C(Cl)=NC=[N:6][C:5]=2[N:4](C(C)C)C=1.ClC1C=C(C=C(C)N=1)C(Cl)=O.[NH2:26][C:27]1[C:28]2[C:35]([C:36]([C:38]3[CH:43]=[CH:42][CH:41]=C(N)N=3)=[O:37])=[CH:34][N:33]([CH:45]([CH3:47])[CH3:46])[C:29]=2[N:30]=[CH:31][N:32]=1, predict the reaction product. The product is: [NH2:26][C:27]1[C:28]2[C:35]([C:36]([C:38]3[CH:43]=[C:42]([CH3:41])[N:4]=[C:5]([NH2:6])[CH:10]=3)=[O:37])=[CH:34][N:33]([CH:45]([CH3:46])[CH3:47])[C:29]=2[N:30]=[CH:31][N:32]=1.